From a dataset of Catalyst prediction with 721,799 reactions and 888 catalyst types from USPTO. Predict which catalyst facilitates the given reaction. Reactant: [F:1][C:2]1[CH:7]=[C:6]([F:8])[CH:5]=[CH:4][C:3]=1[CH:9]1[CH2:14][C:13](=[O:15])[NH:12][C:11]([CH3:16])=[C:10]1[C:17]([O:19]C)=[O:18].[OH-].[Na+]. Product: [F:1][C:2]1[CH:7]=[C:6]([F:8])[CH:5]=[CH:4][C:3]=1[CH:9]1[CH2:14][C:13](=[O:15])[NH:12][C:11]([CH3:16])=[C:10]1[C:17]([OH:19])=[O:18]. The catalyst class is: 5.